From a dataset of Full USPTO retrosynthesis dataset with 1.9M reactions from patents (1976-2016). Predict the reactants needed to synthesize the given product. (1) Given the product [ClH:32].[F:11][C:9]([F:10])([F:12])[CH:8]([C:13]1[N:14]=[C:15]2[CH:21]=[CH:20][N:19]([S:22]([C:25]3[CH:31]=[CH:30][C:28]([CH3:29])=[CH:27][CH:26]=3)(=[O:23])=[O:24])[C:16]2=[N:17][CH:18]=1)[NH2:7], predict the reactants needed to synthesize it. The reactants are: CC([S@@]([NH:7][CH:8]([C:13]1[N:14]=[C:15]2[CH:21]=[CH:20][N:19]([S:22]([C:25]3[CH:31]=[CH:30][C:28]([CH3:29])=[CH:27][CH:26]=3)(=[O:24])=[O:23])[C:16]2=[N:17][CH:18]=1)[C:9]([F:12])([F:11])[F:10])=O)(C)C.[ClH:32]. (2) Given the product [C:4]([O:3][C:1](=[O:2])[NH:8][CH2:9][C:10](=[O:12])[NH:64][C:61]1[CH:60]=[CH:59][C:58]([C:56](=[O:57])[CH2:55][N:54]2[C:53]3[CH:65]=[CH:66][CH:67]=[CH:68][C:52]=3[N:51]=[C:50]2[C:46]2[C:45]([NH2:44])=[N:49][O:48][N:47]=2)=[CH:63][CH:62]=1)([CH3:5])([CH3:6])[CH3:7], predict the reactants needed to synthesize it. The reactants are: [C:1]([NH:8][CH2:9][C:10]([OH:12])=O)([O:3][C:4]([CH3:7])([CH3:6])[CH3:5])=[O:2].F[P-](F)(F)(F)(F)F.N1(OC(N(C)C)=[N+](C)C)C2N=CC=CC=2N=N1.C(N(CC)CC)C.[NH2:44][C:45]1[C:46]([C:50]2[N:54]([CH2:55][C:56]([C:58]3[CH:63]=[CH:62][C:61]([NH2:64])=[CH:60][CH:59]=3)=[O:57])[C:53]3[CH:65]=[CH:66][CH:67]=[CH:68][C:52]=3[N:51]=2)=[N:47][O:48][N:49]=1. (3) Given the product [CH:1]([C:4]1[CH:13]=[C:12]2[C:7]([C:8](=[O:20])[N:9]([N:15]([C:35](=[O:36])[CH2:34][CH2:33][N:27]3[CH2:32][CH2:31][O:30][CH2:29][CH2:28]3)[S:16]([CH3:19])(=[O:17])=[O:18])[C:10](=[O:14])[NH:11]2)=[CH:6][C:5]=1[C:21]1[N:22]([CH3:26])[N:23]=[CH:24][CH:25]=1)([CH3:3])[CH3:2], predict the reactants needed to synthesize it. The reactants are: [CH:1]([C:4]1[CH:13]=[C:12]2[C:7]([C:8](=[O:20])[N:9]([NH:15][S:16]([CH3:19])(=[O:18])=[O:17])[C:10](=[O:14])[NH:11]2)=[CH:6][C:5]=1[C:21]1[N:22]([CH3:26])[N:23]=[CH:24][CH:25]=1)([CH3:3])[CH3:2].[N:27]1([CH2:33][CH2:34][C:35](O)=[O:36])[CH2:32][CH2:31][O:30][CH2:29][CH2:28]1. (4) Given the product [C:1]([C:5]1[N:9]([CH2:10][CH2:11][C:12]2[CH:17]=[CH:16][C:15]([F:18])=[CH:14][CH:13]=2)[C:8]([CH3:19])=[C:7]([C:20]([O:22][CH2:23][CH3:24])=[O:21])[CH:6]=1)(=[O:27])[CH3:2], predict the reactants needed to synthesize it. The reactants are: [C:1]([C:5]1[N:9]([CH2:10][CH2:11][C:12]2[CH:17]=[CH:16][C:15]([F:18])=[CH:14][CH:13]=2)[C:8]([CH3:19])=[C:7]([C:20]([O:22][CH2:23][CH3:24])=[O:21])[CH:6]=1)(C)(C)[CH3:2].C(Cl)(=[O:27])C.[Sn](Cl)(Cl)(Cl)Cl.[OH-].[Na+]. (5) Given the product [Br:1][C:2]1[CH:3]=[C:4]([NH:23][CH2:38][C:37]2[NH:36][CH:35]=[N:34][C:33]=2[C:32]([F:41])([F:40])[F:31])[CH:5]=[C:6]2[C:11]=1[N:10]=[CH:9][C:8]([C:12]#[N:13])=[C:7]2[NH:14][C:15]1[CH:20]=[CH:19][C:18]([F:21])=[C:17]([Cl:22])[CH:16]=1, predict the reactants needed to synthesize it. The reactants are: [Br:1][C:2]1[CH:3]=[C:4]([NH:23]CC2C=CC=CN=2)[CH:5]=[C:6]2[C:11]=1[N:10]=[CH:9][C:8]([C:12]#[N:13])=[C:7]2[NH:14][C:15]1[CH:20]=[CH:19][C:18]([F:21])=[C:17]([Cl:22])[CH:16]=1.[F:31][C:32]([F:41])([F:40])[C:33]1[N:34]=[CH:35][NH:36][C:37]=1[CH:38]=O.[BH3-]C#N.[Na+].NC1C=C2C(=CC=1)N=CC=C2. (6) The reactants are: Cl.[F:2][C:3]1[CH:4]=[C:5]([CH:43]=[CH:44][CH:45]=1)[CH2:6][N:7]1[CH:11]=[C:10]([C:12]2[C:20]3[C:15](=[N:16][CH:17]=[C:18]([C:21]4[CH:26]=[CH:25][C:24]([N:27]5[CH2:32][CH2:31][NH:30][CH2:29][CH2:28]5)=[CH:23][CH:22]=4)[CH:19]=3)[N:14]([S:33]([C:36]3[CH:42]=[CH:41][C:39]([CH3:40])=[CH:38][CH:37]=3)(=[O:35])=[O:34])[CH:13]=2)[CH:9]=[N:8]1.[CH3:46][C@@H:47]1[CH2:49][O:48]1.CCN(C(C)C)C(C)C. Given the product [F:2][C:3]1[CH:4]=[C:5]([CH:43]=[CH:44][CH:45]=1)[CH2:6][N:7]1[CH:11]=[C:10]([C:12]2[C:20]3[C:15](=[N:16][CH:17]=[C:18]([C:21]4[CH:26]=[CH:25][C:24]([N:27]5[CH2:28][CH2:29][N:30]([CH2:46][C@H:47]([OH:48])[CH3:49])[CH2:31][CH2:32]5)=[CH:23][CH:22]=4)[CH:19]=3)[N:14]([S:33]([C:36]3[CH:42]=[CH:41][C:39]([CH3:40])=[CH:38][CH:37]=3)(=[O:34])=[O:35])[CH:13]=2)[CH:9]=[N:8]1, predict the reactants needed to synthesize it. (7) Given the product [Br:1][C:2]1[N:10]([CH2:11][C@H:12]2[CH2:13][CH2:14][C@H:15]([CH3:18])[CH2:16][CH2:17]2)[C:9]2[C:4](=[N:5][C:6]([C:26]3[NH:29][C:35](=[O:36])[O:28][N:27]=3)=[N:7][C:8]=2[NH:19][C@@H:20]([CH:22]2[CH2:23][CH2:24][CH2:25]2)[CH3:21])[N:3]=1, predict the reactants needed to synthesize it. The reactants are: [Br:1][C:2]1[N:10]([CH2:11][C@H:12]2[CH2:17][CH2:16][C@H:15]([CH3:18])[CH2:14][CH2:13]2)[C:9]2[C:4](=[N:5][C:6]([C:26](=[NH:29])[NH:27][OH:28])=[N:7][C:8]=2[NH:19][C@@H:20]([CH:22]2[CH2:25][CH2:24][CH2:23]2)[CH3:21])[N:3]=1.C1N=CN([C:35](N2C=NC=C2)=[O:36])C=1.C1CCN2C(=NCCC2)CC1.